Task: Predict the product of the given reaction.. Dataset: Forward reaction prediction with 1.9M reactions from USPTO patents (1976-2016) (1) Given the reactants Cl.[NH2:2][CH2:3][C:4]1[CH:9]=[C:8]([F:10])[C:7]([NH:11][S:12]([CH3:15])(=[O:14])=[O:13])=[C:6]([CH:16]=[CH2:17])[CH:5]=1.[CH:18]([O:22][C:23]1[C:28]([CH:29]=[CH:30][C:31](O)=[O:32])=[CH:27][CH:26]=[C:25]([C:34]([F:37])([F:36])[F:35])[N:24]=1)([CH2:20][CH3:21])[CH3:19], predict the reaction product. The product is: [CH:18]([O:22][C:23]1[C:28]([CH:29]=[CH:30][C:31]([NH:2][CH2:3][C:4]2[CH:9]=[C:8]([F:10])[C:7]([NH:11][S:12]([CH3:15])(=[O:14])=[O:13])=[C:6]([C:16]#[CH:17])[CH:5]=2)=[O:32])=[CH:27][CH:26]=[C:25]([C:34]([F:37])([F:35])[F:36])[N:24]=1)([CH2:20][CH3:21])[CH3:19]. (2) Given the reactants [CH3:1][C:2]([CH3:32])([CH3:31])[C:3](=[O:30])[CH2:4][O:5][C:6]1[CH:11]=[CH:10][C:9]([C:12]([C:17]2[CH:28]=[CH:27][C:20]3[S:21][C:22]([C:24]([OH:26])=[O:25])=[CH:23][C:19]=3[CH:18]=2)([CH2:15][CH3:16])[CH2:13][CH3:14])=[CH:8][C:7]=1[CH3:29].[BH4-].[Na+], predict the reaction product. The product is: [CH2:13]([C:12]([C:17]1[CH:28]=[CH:27][C:20]2[S:21][C:22]([C:24]([OH:26])=[O:25])=[CH:23][C:19]=2[CH:18]=1)([C:9]1[CH:10]=[CH:11][C:6]([O:5][CH2:4][CH:3]([OH:30])[C:2]([CH3:31])([CH3:32])[CH3:1])=[C:7]([CH3:29])[CH:8]=1)[CH2:15][CH3:16])[CH3:14]. (3) Given the reactants [O:1]=[C:2]1[C:10](=[C:11]2[CH:20]=[CH:19][C:18]3[C:13](=[CH:14][CH:15]=C(C(C4CCN(C(OC(C)(C)C)=O)CC4)=O)[CH:17]=3)[NH:12]2)[C:9]2[C:4](=[CH:5][CH:6]=[CH:7][CH:8]=2)[NH:3]1.[ClH:36].C(O[CH2:41][CH3:42])(=O)C.[CH2:43]([OH:45])[CH3:44], predict the reaction product. The product is: [ClH:36].[N:3]1([C:43]([C:44]2[CH:17]=[C:18]3[C:13](=[CH:14][CH:15]=2)[NH:12][C:11](=[C:10]2[C:9]4[C:4](=[CH:5][CH:6]=[CH:7][CH:8]=4)[NH:3][C:2]2=[O:1])[CH:20]=[CH:19]3)=[O:45])[CH2:42][CH2:41][CH2:9][CH2:10][CH2:2]1. (4) The product is: [Cl:1][C:2]1[CH:3]=[CH:4][C:5]2[NH:10][C:9](=[O:11])[O:8][C@@:7]([CH2:16][CH2:17][NH:18][S:19]([C:22]3[CH:27]=[CH:26][CH:25]=[CH:24][N:23]=3)(=[O:21])=[O:20])([C:12]([F:15])([F:14])[F:13])[C:6]=2[CH:28]=1. Given the reactants [Cl:1][C:2]1[CH:3]=[CH:4][C:5]2[NH:10][C:9](=[O:11])[O:8][C:7]([CH2:16][CH2:17][NH:18][S:19]([C:22]3[CH:27]=[CH:26][CH:25]=[CH:24][N:23]=3)(=[O:21])=[O:20])([C:12]([F:15])([F:14])[F:13])[C:6]=2[CH:28]=1.CCCCCC, predict the reaction product. (5) The product is: [CH2:1]([O:8][C:9]1[C:10]([F:32])=[C:11]([C:28]([F:31])=[CH:29][CH:30]=1)[CH2:12][C:13]1[C:21]2[C:16](=[N:17][CH:18]=[C:19]([C:22]3[CH:23]=[N:24][CH:25]=[CH:26][CH:27]=3)[CH:20]=2)[N:15]([Si:38]([CH:42]([CH3:44])[CH3:43])([CH:39]([CH3:41])[CH3:40])[CH:35]([CH3:37])[CH3:36])[CH:14]=1)[C:2]1[CH:7]=[CH:6][CH:5]=[CH:4][CH:3]=1. Given the reactants [CH2:1]([O:8][C:9]1[C:10]([F:32])=[C:11]([C:28]([F:31])=[CH:29][CH:30]=1)[CH2:12][C:13]1[C:21]2[C:16](=[N:17][CH:18]=[C:19]([C:22]3[CH:23]=[N:24][CH:25]=[CH:26][CH:27]=3)[CH:20]=2)[NH:15][CH:14]=1)[C:2]1[CH:7]=[CH:6][CH:5]=[CH:4][CH:3]=1.[H-].[Na+].[CH:35]([Si:38](Cl)([CH:42]([CH3:44])[CH3:43])[CH:39]([CH3:41])[CH3:40])([CH3:37])[CH3:36].O, predict the reaction product. (6) Given the reactants [CH2:1]([C:8]1[C:9]2[CH2:32][NH:31][CH2:30][CH2:29][C:10]=2[N:11]=[C:12]([NH:14][C:15]2[CH:20]=[CH:19][C:18]([N:21]3[CH:25]=[C:24]([CH3:26])[N:23]=[CH:22]3)=[C:17]([O:27][CH3:28])[CH:16]=2)[N:13]=1)[C:2]1[CH:7]=[CH:6][CH:5]=[CH:4][CH:3]=1.[C:33](O)(=O)C.C=O.C([BH3-])#N.[Na+], predict the reaction product. The product is: [CH2:1]([C:8]1[C:9]2[CH2:32][N:31]([CH3:33])[CH2:30][CH2:29][C:10]=2[N:11]=[C:12]([NH:14][C:15]2[CH:20]=[CH:19][C:18]([N:21]3[CH:25]=[C:24]([CH3:26])[N:23]=[CH:22]3)=[C:17]([O:27][CH3:28])[CH:16]=2)[N:13]=1)[C:2]1[CH:3]=[CH:4][CH:5]=[CH:6][CH:7]=1. (7) Given the reactants [Br:1][C:2]1[CH:3]=[C:4]2[C@:15]3([CH2:19][O:18][C:17]([NH2:20])=[N:16]3)[C:14]3[C:9](=[CH:10][CH:11]=[C:12](I)[CH:13]=3)[O:8][C:5]2=[N:6][CH:7]=1.[N:22]1[CH:27]=[CH:26][CH:25]=[C:24](B(O)O)[CH:23]=1.C(=O)([O-])[O-].[K+].[K+], predict the reaction product. The product is: [Br:1][C:2]1[CH:3]=[C:4]2[C@:15]3([CH2:19][O:18][C:17]([NH2:20])=[N:16]3)[C:14]3[C:9](=[CH:10][CH:11]=[C:12]([C:24]4[CH:23]=[N:22][CH:27]=[CH:26][CH:25]=4)[CH:13]=3)[O:8][C:5]2=[N:6][CH:7]=1.